This data is from Catalyst prediction with 721,799 reactions and 888 catalyst types from USPTO. The task is: Predict which catalyst facilitates the given reaction. (1) Reactant: [CH3:1][C:2]1([CH3:21])[C:10]2[C:5](=[C:6]([CH3:11])[CH:7]=[CH:8][CH:9]=2)[N:4]([CH2:12][O:13][CH2:14][CH2:15][Si:16]([CH3:19])([CH3:18])[CH3:17])[C:3]1=[O:20].[Br:22]N1C(=O)CCC1=O.C(OOC(=O)C1C=CC=CC=1)(=O)C1C=CC=CC=1.N(C(C)(C)C#N)=NC(C)(C)C#N. Product: [Br:22][CH2:11][C:6]1[CH:7]=[CH:8][CH:9]=[C:10]2[C:5]=1[N:4]([CH2:12][O:13][CH2:14][CH2:15][Si:16]([CH3:18])([CH3:17])[CH3:19])[C:3](=[O:20])[C:2]2([CH3:21])[CH3:1]. The catalyst class is: 53. (2) Reactant: [NH:1]1[CH2:6][CH2:5][C:4](=O)[CH2:3][CH2:2]1.[C:8]([O:12][C:13]([N:15]1[CH2:20][CH2:19][CH:18]([O:21][NH2:22])[CH2:17][CH2:16]1)=[O:14])([CH3:11])([CH3:10])[CH3:9].CC([O-])=O.[Na+].C(O)C. Product: [C:8]([O:12][C:13]([N:15]1[CH2:16][CH2:17][CH:18]([O:21][N:22]=[C:4]2[CH2:5][CH2:6][NH:1][CH2:2][CH2:3]2)[CH2:19][CH2:20]1)=[O:14])([CH3:11])([CH3:9])[CH3:10]. The catalyst class is: 2. (3) Reactant: C(O)(C)C.[ClH:5].[CH3:6][C:7]([C:40]([OH:42])=[O:41])([C:9]1[CH:10]=[CH:11][C:12]([CH:15]([OH:39])[CH2:16][CH2:17][CH2:18][N:19]2[CH2:24][CH2:23][CH:22]([C:25]([OH:38])([C:32]3[CH:33]=[CH:34][CH:35]=[CH:36][CH:37]=3)[C:26]3[CH:27]=[CH:28][CH:29]=[CH:30][CH:31]=3)[CH2:21][CH2:20]2)=[CH:13][CH:14]=1)[CH3:8]. Product: [CH3:8][C:7]([C:40]([OH:42])=[O:41])([C:9]1[CH:14]=[CH:13][C:12]([CH:15]([OH:39])[CH2:16][CH2:17][CH2:18][N:19]2[CH2:20][CH2:21][CH:22]([C:25]([OH:38])([C:26]3[CH:31]=[CH:30][CH:29]=[CH:28][CH:27]=3)[C:32]3[CH:33]=[CH:34][CH:35]=[CH:36][CH:37]=3)[CH2:23][CH2:24]2)=[CH:11][CH:10]=1)[CH3:6].[ClH:5]. The catalyst class is: 194. (4) Reactant: [F:1][C:2]1([F:26])[CH2:8][N:7]([C:9]2[N:13]([CH3:14])[N:12]=[CH:11][C:10]=2[N+:15]([O-:17])=[O:16])[CH2:6][CH2:5][CH:4]([NH:18][C:19](=[O:25])[O:20][C:21]([CH3:24])([CH3:23])[CH3:22])[CH2:3]1.[CH3:27][Si](C)(C)[N-][Si](C)(C)C.[Li+].IC.O. Product: [F:26][C:2]1([F:1])[CH2:8][N:7]([C:9]2[N:13]([CH3:14])[N:12]=[CH:11][C:10]=2[N+:15]([O-:17])=[O:16])[CH2:6][CH2:5][CH:4]([N:18]([CH3:27])[C:19](=[O:25])[O:20][C:21]([CH3:23])([CH3:22])[CH3:24])[CH2:3]1. The catalyst class is: 1. (5) Reactant: C([O:3][C:4](=[O:39])[C:5]([CH3:38])([O:31][C:32]1[CH:37]=[CH:36][CH:35]=[CH:34][CH:33]=1)[CH2:6][C:7]1[CH:12]=[CH:11][C:10]([O:13][CH2:14][CH2:15][C:16]2[N:17]=[C:18]([C:22]3[CH:27]=[CH:26][CH:25]=[CH:24][CH:23]=3)[O:19][C:20]=2[CH3:21])=[C:9]([CH2:28][CH2:29][CH3:30])[CH:8]=1)C.[OH-].[Na+].Cl. Product: [CH3:38][C:5]([O:31][C:32]1[CH:33]=[CH:34][CH:35]=[CH:36][CH:37]=1)([CH2:6][C:7]1[CH:12]=[CH:11][C:10]([O:13][CH2:14][CH2:15][C:16]2[N:17]=[C:18]([C:22]3[CH:23]=[CH:24][CH:25]=[CH:26][CH:27]=3)[O:19][C:20]=2[CH3:21])=[C:9]([CH2:28][CH2:29][CH3:30])[CH:8]=1)[C:4]([OH:39])=[O:3]. The catalyst class is: 14. (6) Reactant: [F:1][C:2]1[CH:3]=[C:4]([CH:8]2[CH:13]([CH2:14][N:15]([C@@H:23]([C:25]3[C:34]4[C:29](=[CH:30][CH:31]=[CH:32][CH:33]=4)[CH:28]=[CH:27][CH:26]=3)[CH3:24])[C:16](=[O:22])[O:17][C:18]([CH3:21])([CH3:20])[CH3:19])[CH2:12][CH2:11][NH:10][CH2:9]2)[CH:5]=[CH:6][CH:7]=1.Cl[C:36](=[O:44])[CH2:37][CH2:38][C:39]([O:41][CH2:42][CH3:43])=[O:40].C1COCC1.[Cl-].[NH4+]. Product: [C:18]([O:17][C:16]([N:15]([CH2:14][CH:13]1[CH2:12][CH2:11][N:10]([C:36](=[O:44])[CH2:37][CH2:38][C:39]([O:41][CH2:42][CH3:43])=[O:40])[CH2:9][CH:8]1[C:4]1[CH:5]=[CH:6][CH:7]=[C:2]([F:1])[CH:3]=1)[C@@H:23]([C:25]1[C:34]2[C:29](=[CH:30][CH:31]=[CH:32][CH:33]=2)[CH:28]=[CH:27][CH:26]=1)[CH3:24])=[O:22])([CH3:19])([CH3:21])[CH3:20]. The catalyst class is: 66.